This data is from TCR-epitope binding with 47,182 pairs between 192 epitopes and 23,139 TCRs. The task is: Binary Classification. Given a T-cell receptor sequence (or CDR3 region) and an epitope sequence, predict whether binding occurs between them. (1) The epitope is VLWAHGFEL. The TCR CDR3 sequence is CASSYGGGGYEQFF. Result: 0 (the TCR does not bind to the epitope). (2) The epitope is FLKEKGGL. The TCR CDR3 sequence is CASSLEAGMGYGYTF. Result: 0 (the TCR does not bind to the epitope).